Dataset: Reaction yield outcomes from USPTO patents with 853,638 reactions. Task: Predict the reaction yield, written as a fraction of the theoretical maximum amount of product (1.0 means a 100% yield; for example, 0.34 means a 34% yield). (1) The reactants are [NH2:1][C:2]1[S:3][C:4]2[N:5]=[C:6]([NH:11][C:12]3[CH:13]=[C:14]([NH:19][C:20](=[O:32])[C:21]4[CH:26]=[CH:25][CH:24]=[C:23]([C:27]([C:30]#[N:31])([CH3:29])[CH3:28])[CH:22]=4)[CH:15]=[CH:16][C:17]=3[CH3:18])[N:7]=[CH:8][C:9]=2[N:10]=1.[C:33](Cl)(=[O:42])[CH:34]=[CH:35][C:36]1[CH:41]=[CH:40][CH:39]=[CH:38][CH:37]=1.C(=O)([O-])O.[Na+]. The catalyst is N1C=CC=CC=1. The product is [C:30]([C:27]([C:23]1[CH:22]=[C:21]([CH:26]=[CH:25][CH:24]=1)[C:20]([NH:19][C:14]1[CH:15]=[CH:16][C:17]([CH3:18])=[C:12]([NH:11][C:6]2[N:7]=[CH:8][C:9]3[N:10]=[C:2]([NH:1][C:33](=[O:42])/[CH:34]=[CH:35]/[C:36]4[CH:41]=[CH:40][CH:39]=[CH:38][CH:37]=4)[S:3][C:4]=3[N:5]=2)[CH:13]=1)=[O:32])([CH3:29])[CH3:28])#[N:31]. The yield is 0.560. (2) The reactants are [C:1]([C:3]1[CH:4]=[C:5]2[C:9](=[CH:10][CH:11]=1)[NH:8][C:7](=[O:12])[CH2:6]2)#[N:2].[Cl:13][C:14]1[N:19]=[CH:18][C:17]([S:20]([N:23]2[CH2:28][CH2:27][N:26]([CH:29]([CH3:31])[CH3:30])[CH2:25][CH2:24]2)(=[O:22])=[O:21])=[CH:16][CH:15]=1. No catalyst specified. The product is [ClH:13].[OH:12][C:7]1[NH:8][C:9]2[C:5]([C:6]=1[C:14]1[CH:15]=[CH:16][C:17]([S:20]([N:23]3[CH2:28][CH2:27][N:26]([CH:29]([CH3:31])[CH3:30])[CH2:25][CH2:24]3)(=[O:22])=[O:21])=[CH:18][N:19]=1)=[CH:4][C:3]([C:1]#[N:2])=[CH:11][CH:10]=2. The yield is 0.300. (3) The catalyst is C(#N)C. The product is [CH2:37]([C:14](=[CH:15][CH2:16][C:17]1[C:18]([OH:30])=[C:19]2[C:23](=[C:24]([CH3:28])[C:25]=1[O:26][CH3:27])[CH2:22][O:21][C:20]2=[O:29])[CH2:13][O:12][CH2:11][P:5](=[O:4])([OH:6])[OH:10])[CH3:38]. The reactants are C([O:4][P:5]([CH2:11][O:12][CH2:13][C:14]([CH2:37][CH3:38])=[CH:15][CH2:16][C:17]1[C:18]([O:30]CC[Si](C)(C)C)=[C:19]2[C:23](=[C:24]([CH3:28])[C:25]=1[O:26][CH3:27])[CH2:22][O:21][C:20]2=[O:29])(=[O:10])[O:6]C(C)C)(C)C.N1C(C)=CC=CC=1C.Br[Si](C)(C)C. The yield is 0.700. (4) The reactants are [CH2:1]([O:8][C:9]1[CH:10]=[CH:11][C:12]([Br:16])=[C:13]([OH:15])[CH:14]=1)[C:2]1[CH:7]=[CH:6][CH:5]=[CH:4][CH:3]=1.C(=O)([O-])[O-].[K+].[K+].Br[CH2:24][C:25]([CH3:27])=[CH2:26]. The catalyst is CN(C=O)C. The product is [CH2:1]([O:8][C:9]1[CH:10]=[CH:11][C:12]([Br:16])=[C:13]([O:15][CH2:26][C:25]([CH3:27])=[CH2:24])[CH:14]=1)[C:2]1[CH:3]=[CH:4][CH:5]=[CH:6][CH:7]=1. The yield is 0.940. (5) The reactants are B(O)O.[C:4]([O:8][C:9](=[O:11])[NH2:10])([CH3:7])([CH3:6])[CH3:5].[C:12]([O:16][C:17]([N:19]1[CH2:23][CH2:22][CH2:21][CH:20]1[C:24]1[NH:25][C:26]([C:29]2[CH:34]=[CH:33][C:32](Br)=[CH:31][CH:30]=2)=[CH:27][N:28]=1)=[O:18])([CH3:15])([CH3:14])[CH3:13].C([O-])([O-])=O.[K+].[K+]. The catalyst is C1C=CC([P]([Pd]([P](C2C=CC=CC=2)(C2C=CC=CC=2)C2C=CC=CC=2)([P](C2C=CC=CC=2)(C2C=CC=CC=2)C2C=CC=CC=2)[P](C2C=CC=CC=2)(C2C=CC=CC=2)C2C=CC=CC=2)(C2C=CC=CC=2)C2C=CC=CC=2)=CC=1.COCCOC.O. The product is [C:4]([O:8][C:9]([N:10]1[CH2:23][CH2:22][CH2:21][CH:20]1[C:24]1[NH:25][C:26]([C:29]2[CH:34]=[CH:33][C:32]([C:32]3[CH:31]=[CH:30][C:29]([C:26]4[NH:25][C:24]([C:20]5([NH:19][C:17]([O:16][C:12]([CH3:14])([CH3:15])[CH3:13])=[O:18])[CH2:21][CH2:22][CH2:23]5)=[N:28][CH:27]=4)=[CH:34][CH:33]=3)=[CH:31][CH:30]=2)=[CH:27][N:28]=1)=[O:11])([CH3:7])([CH3:6])[CH3:5]. The yield is 0.0900. (6) The reactants are [Br:1][C:2]1[C:3]([OH:12])=[N:4][C:5]([CH3:11])=[C:6]([N+:8]([O-:10])=[O:9])[CH:7]=1.[F:13][C:14]([F:28])([F:27])[CH:15]([C:17]1[CH:22]=[CH:21][C:20]([C:23]([F:26])([F:25])[F:24])=[CH:19][CH:18]=1)O.C1(P(C2C=CC=CC=2)C2C=CC=CC=2)C=CC=CC=1.[N+](C(OC(C)C)=O)(C(OC(C)C)=O)=[N-]. The catalyst is C1COCC1. The product is [Br:1][C:2]1[CH:7]=[C:6]([N+:8]([O-:10])=[O:9])[C:5]([CH3:11])=[N:4][C:3]=1[O:12][CH:15]([C:17]1[CH:18]=[CH:19][C:20]([C:23]([F:24])([F:25])[F:26])=[CH:21][CH:22]=1)[C:14]([F:28])([F:27])[F:13]. The yield is 0.410. (7) The reactants are Cl[C:2]1[CH:7]=[C:6]([O:8][C:9]2[C:14]([F:15])=[CH:13][C:12]([NH:16][C:17]([C:19]3([C:22]([NH:24][C:25]4[CH:30]=[CH:29][C:28]([F:31])=[CH:27][CH:26]=4)=[O:23])[CH2:21][CH2:20]3)=[O:18])=[C:11]([F:32])[CH:10]=2)[CH:5]=[CH:4][N:3]=1.[C:33](=[O:40])([O:35][C:36]([CH3:39])([CH3:38])[CH3:37])[NH2:34].CC1(C)C2C(=C(P(C3C=CC=CC=3)C3C=CC=CC=3)C=CC=2)OC2C(P(C3C=CC=CC=3)C3C=CC=CC=3)=CC=CC1=2.C(=O)([O-])[O-].[Cs+].[Cs+]. The catalyst is O1CCOCC1.C1C=CC(/C=C/C(/C=C/C2C=CC=CC=2)=O)=CC=1.C1C=CC(/C=C/C(/C=C/C2C=CC=CC=2)=O)=CC=1.C1C=CC(/C=C/C(/C=C/C2C=CC=CC=2)=O)=CC=1.[Pd].[Pd]. The product is [F:15][C:14]1[CH:13]=[C:12]([NH:16][C:17]([C:19]2([C:22](=[O:23])[NH:24][C:25]3[CH:30]=[CH:29][C:28]([F:31])=[CH:27][CH:26]=3)[CH2:21][CH2:20]2)=[O:18])[C:11]([F:32])=[CH:10][C:9]=1[O:8][C:6]1[CH:5]=[CH:4][N:3]=[C:2]([NH:34][C:33](=[O:40])[O:35][C:36]([CH3:39])([CH3:38])[CH3:37])[CH:7]=1. The yield is 0.510.